The task is: Predict the reactants needed to synthesize the given product.. This data is from Full USPTO retrosynthesis dataset with 1.9M reactions from patents (1976-2016). (1) The reactants are: C(OC([NH:8][CH2:9][CH2:10][CH2:11][CH2:12][C@H:13]([NH:21][C:22]([NH:24][C@@H:25]1[CH2:40][C:39]2=[CH:41][CH:42]=[C:36]([CH:37]=[CH:38]2)[O:35][CH2:34][CH2:33][CH2:32][CH2:31][O:30][CH2:29][C@H:28]([CH:43]([CH3:45])[CH3:44])[NH:27][C:26]1=[O:46])=[O:23])[C:14]([O:16]C(C)(C)C)=[O:15])=O)(C)(C)C.FC(F)(F)C(O)=O. Given the product [NH2:8][CH2:9][CH2:10][CH2:11][CH2:12][C@H:13]([NH:21][C:22]([NH:24][C@@H:25]1[CH2:40][C:39]2=[CH:38][CH:37]=[C:36]([CH:42]=[CH:41]2)[O:35][CH2:34][CH2:33][CH2:32][CH2:31][O:30][CH2:29][C@H:28]([CH:43]([CH3:44])[CH3:45])[NH:27][C:26]1=[O:46])=[O:23])[C:14]([OH:16])=[O:15], predict the reactants needed to synthesize it. (2) Given the product [Cl:17][CH2:18][C:19]1[N:2]=[C:1]([N:4]2[CH2:5][CH2:6][N:7]([C:10]([O:12][C:13]([CH3:16])([CH3:15])[CH3:14])=[O:11])[CH2:8][CH2:9]2)[S:3][CH:21]=1, predict the reactants needed to synthesize it. The reactants are: [C:1]([N:4]1[CH2:9][CH2:8][N:7]([C:10]([O:12][C:13]([CH3:16])([CH3:15])[CH3:14])=[O:11])[CH2:6][CH2:5]1)(=[S:3])[NH2:2].[Cl:17][CH2:18][C:19]([CH2:21]Cl)=O.C(=O)(O)[O-].[Na+]. (3) Given the product [F:30][C:27]([F:28])([F:29])[C:25]1[CH:24]=[C:5]([CH:4]=[C:3]([C:2]([F:1])([F:31])[F:32])[CH:26]=1)[C:6]([N:8]1[CH2:13][CH2:12][N:11]([C:42]([CH2:41][C:36]2[CH:37]=[CH:38][CH:39]=[CH:40][C:35]=2[O:34][CH3:33])=[O:43])[CH2:10][C@H:9]1[CH2:14][C:15]1[C:23]2[C:18](=[CH:19][CH:20]=[CH:21][CH:22]=2)[NH:17][CH:16]=1)=[O:7], predict the reactants needed to synthesize it. The reactants are: [F:1][C:2]([F:32])([F:31])[C:3]1[CH:4]=[C:5]([CH:24]=[C:25]([C:27]([F:30])([F:29])[F:28])[CH:26]=1)[C:6]([N:8]1[CH2:13][CH2:12][NH:11][CH2:10][C@H:9]1[CH2:14][C:15]1[C:23]2[C:18](=[CH:19][CH:20]=[CH:21][CH:22]=2)[NH:17][CH:16]=1)=[O:7].[CH3:33][O:34][C:35]1[CH:40]=[CH:39][CH:38]=[CH:37][C:36]=1[CH2:41][C:42](O)=[O:43].ON1C2C=CC=CC=2N=N1.Cl.CN(C)CCCN=C=NCC.C(=O)(O)[O-].[Na+]. (4) Given the product [CH2:13]([N:6]1[CH2:5][CH:2]2[N:1]([CH2:4][CH2:3]2)[C:9](=[O:10])[CH:7]1[CH3:8])[C:14]1[CH:19]=[CH:18][CH:17]=[CH:16][CH:15]=1, predict the reactants needed to synthesize it. The reactants are: [NH:1]1[CH2:4][CH2:3][CH:2]1[CH2:5][N:6]([CH2:13][C:14]1[CH:19]=[CH:18][CH:17]=[CH:16][CH:15]=1)[C@H:7]([C:9](OC)=[O:10])[CH3:8].C(=O)([O-])[O-].[K+].[K+]. (5) Given the product [F:1][C:2]1[CH:3]=[CH:4][C:5]([O:22][CH3:23])=[C:6]([CH:21]=1)[CH2:7][C:8]1[C:15]([C:16]#[N:17])=[C:14]([OH:18])[C:13]([OH:19])=[CH:12][C:9]=1[C:10]#[N:11], predict the reactants needed to synthesize it. The reactants are: [F:1][C:2]1[CH:3]=[CH:4][C:5]([O:22][CH3:23])=[C:6]([CH:21]=1)[CH2:7][C:8]1[C:15]([C:16]#[N:17])=[C:14]([OH:18])[C:13]([O:19]C)=[CH:12][C:9]=1[C:10]#[N:11].BrC1C(C#N)=C(O)C(OC)=CC=1C#N.FC1C=CC(OC)=C(C=1)CB1OC(C)(C)C(C)(C)O1. (6) Given the product [CH3:1][C:2]1[CH:7]=[C:6]([CH3:8])[N:5]=[C:4]([NH:9][C:23]([C:19]2[CH:18]=[C:17]([CH2:16][O:15][C:14]3[CH:26]=[CH:27][CH:28]=[C:12]([C:11]([F:30])([F:29])[F:10])[CH:13]=3)[CH:22]=[CH:21][N:20]=2)=[O:24])[CH:3]=1, predict the reactants needed to synthesize it. The reactants are: [CH3:1][C:2]1[CH:7]=[C:6]([CH3:8])[N:5]=[C:4]([NH2:9])[CH:3]=1.[F:10][C:11]([F:30])([F:29])[C:12]1[CH:13]=[C:14]([CH:26]=[CH:27][CH:28]=1)[O:15][CH2:16][C:17]1[CH:22]=[CH:21][N:20]=[C:19]([C:23](O)=[O:24])[CH:18]=1. (7) The reactants are: [CH3:1][O:2][C:3](=[O:23])[CH:4]=[CH:5][C:6]1[CH:11]=[CH:10][C:9]([C:12]([CH3:15])([CH3:14])[CH3:13])=[CH:8][C:7]=1[O:16][CH:17]1[CH2:22][CH2:21][O:20][CH2:19][CH2:18]1. Given the product [CH3:1][O:2][C:3](=[O:23])[CH2:4][CH2:5][C:6]1[CH:11]=[CH:10][C:9]([C:12]([CH3:15])([CH3:14])[CH3:13])=[CH:8][C:7]=1[O:16][CH:17]1[CH2:22][CH2:21][O:20][CH2:19][CH2:18]1, predict the reactants needed to synthesize it.